Predict the reaction yield, written as a fraction of the theoretical maximum amount of product (1.0 means a 100% yield; for example, 0.34 means a 34% yield). From a dataset of Reaction yield outcomes from USPTO patents with 853,638 reactions. The reactants are [F:1][C:2]1[CH:3]=[C:4]2[C:8](=[CH:9][CH:10]=1)[NH:7][CH:6]=[C:5]2[CH:11]=[O:12].N1C2C(=CC=CC=2)C=[C:14]1C(OCC)=O. No catalyst specified. The product is [F:1][C:2]1[CH:3]=[C:4]2[C:8](=[CH:9][CH:10]=1)[N:7]([CH3:14])[CH:6]=[C:5]2[CH:11]=[O:12]. The yield is 0.500.